This data is from Full USPTO retrosynthesis dataset with 1.9M reactions from patents (1976-2016). The task is: Predict the reactants needed to synthesize the given product. (1) Given the product [N:1]1[C:10]2[C:5](=[CH:6][CH:7]=[CH:8][CH:9]=2)[C:4]([N:11]2[CH2:17][C:16]3[CH:18]=[C:19]([C:22]4[CH:27]=[CH:26][C:25]5[N:28]=[C:31]([NH2:30])[NH:29][C:24]=5[CH:23]=4)[CH:20]=[CH:21][C:15]=3[O:14][CH2:13][CH2:12]2)=[CH:3][CH:2]=1, predict the reactants needed to synthesize it. The reactants are: [N:1]1[C:10]2[C:5](=[CH:6][CH:7]=[CH:8][CH:9]=2)[C:4]([N:11]2[CH2:17][C:16]3[CH:18]=[C:19]([C:22]4[CH:23]=[C:24]([NH2:29])[C:25]([NH2:28])=[CH:26][CH:27]=4)[CH:20]=[CH:21][C:15]=3[O:14][CH2:13][CH2:12]2)=[CH:3][CH:2]=1.[N:30]#[C:31]Br.C(OCC)(=O)C. (2) The reactants are: [N+:1]([C:4]1[CH:5]=[C:6]([C:10]2[NH:19][C:18](=O)[C:17]3[C:12](=[CH:13][CH:14]=[CH:15][CH:16]=3)[N:11]=2)[CH:7]=[CH:8][CH:9]=1)([O-:3])=[O:2].CN(C=O)C.S(Cl)([Cl:28])=O. Given the product [Cl:28][C:18]1[C:17]2[C:12](=[CH:13][CH:14]=[CH:15][CH:16]=2)[N:11]=[C:10]([C:6]2[CH:7]=[CH:8][CH:9]=[C:4]([N+:1]([O-:3])=[O:2])[CH:5]=2)[N:19]=1, predict the reactants needed to synthesize it.